This data is from CYP1A2 inhibition data for predicting drug metabolism from PubChem BioAssay. The task is: Regression/Classification. Given a drug SMILES string, predict its absorption, distribution, metabolism, or excretion properties. Task type varies by dataset: regression for continuous measurements (e.g., permeability, clearance, half-life) or binary classification for categorical outcomes (e.g., BBB penetration, CYP inhibition). Dataset: cyp1a2_veith. (1) The drug is CC(NC(=O)c1ccccc1F)C(=O)O. The result is 0 (non-inhibitor). (2) The molecule is N#C/C(=C\Nc1ccccn1)C(=O)C1CC1. The result is 1 (inhibitor). (3) The drug is Cc1ccc(NCC(=O)N/N=C/c2ccc(OC(=O)c3ccco3)cc2)cc1. The result is 1 (inhibitor). (4) The drug is COC1=C(OC)C(=O)c2ccccc2C1=O. The result is 1 (inhibitor).